This data is from Reaction yield outcomes from USPTO patents with 853,638 reactions. The task is: Predict the reaction yield, written as a fraction of the theoretical maximum amount of product (1.0 means a 100% yield; for example, 0.34 means a 34% yield). (1) The reactants are [Br:1][C:2]1[CH:3]=[N:4][C:5]([C:8]2[CH2:9][CH2:10][O:11][CH2:12][CH:13]=2)=[N:6][CH:7]=1.ClC1C=C(C(OO)=[O:22])C=CC=1. The catalyst is C(Cl)Cl. The product is [Br:1][C:2]1[CH:3]=[N:4][C:5]([C:8]23[O:22][CH:9]2[CH2:10][O:11][CH2:12][CH2:13]3)=[N:6][CH:7]=1. The yield is 0.180. (2) The reactants are [O:1]1[C:10]2[CH:9]=[C:8]([CH2:11][OH:12])[N:7]=[CH:6][C:5]=2[O:4][CH2:3][CH2:2]1. The catalyst is ClCCl.[O-2].[O-2].[Mn+4]. The product is [O:1]1[C:10]2[CH:9]=[C:8]([CH:11]=[O:12])[N:7]=[CH:6][C:5]=2[O:4][CH2:3][CH2:2]1. The yield is 0.610. (3) The reactants are [F:1][C:2]1[CH:7]=[C:6]([F:8])[C:5]([F:9])=[CH:4][C:3]=1[N:10]=[C:11]=S.[NH:13]([C:15]([C:17]([NH:19][C:20]1[CH:37]=[CH:36][C:23]([O:24][C@H:25]2[CH2:30][CH2:29][C@H:28]([C:31]([O:33][CH2:34][CH3:35])=[O:32])[CH2:27][CH2:26]2)=[CH:22][C:21]=1[N+:38]([O-:40])=[O:39])=[O:18])=[O:16])[NH2:14].CCN=C=NCCCN(C)C. The catalyst is CC(N(C)C)=O. The product is [N+:38]([C:21]1[CH:22]=[C:23]([CH:36]=[CH:37][C:20]=1[NH:19][C:17]([C:15]1[O:16][C:11]([NH:10][C:3]2[CH:4]=[C:5]([F:9])[C:6]([F:8])=[CH:7][C:2]=2[F:1])=[N:14][N:13]=1)=[O:18])[O:24][C@H:25]1[CH2:26][CH2:27][C@H:28]([C:31]([O:33][CH2:34][CH3:35])=[O:32])[CH2:29][CH2:30]1)([O-:40])=[O:39]. The yield is 0.800. (4) The reactants are C([NH:5][C:6]1[S:7][CH2:8][C:9]2([C:19]3[C:14](=[CH:15][CH:16]=[C:17]([C:20]4[CH:21]=[C:22]([CH:25]=[CH:26][CH:27]=4)[C:23]#[N:24])[CH:18]=3)[O:13][CH:12]([C:28]3[CH:33]=[CH:32][CH:31]=[CH:30][CH:29]=3)[CH2:11]2)[N:10]=1)(C)(C)C.[OH-:34].[Na+]. The catalyst is Cl. The product is [NH2:5][C:6]1[S:7][CH2:8][C:9]2([C:19]3[C:14](=[CH:15][CH:16]=[C:17]([C:20]4[CH:21]=[C:22]([CH:25]=[CH:26][CH:27]=4)[C:23]([NH2:24])=[O:34])[CH:18]=3)[O:13][CH:12]([C:28]3[CH:33]=[CH:32][CH:31]=[CH:30][CH:29]=3)[CH2:11]2)[N:10]=1. The yield is 0.730. (5) The reactants are [CH2:1]([N:3]([CH2:7][CH3:8])[CH2:4][CH2:5][NH2:6])[CH3:2].C[Al](C)C.CCCCCCC.[I:20][C:21]1[CH:22]=[C:23]2[C:28](=[CH:29][CH:30]=1)[NH:27][C:26]([C:31](OC)=[O:32])=[CH:25][C:24]2=[O:35].N1C2C(=CC=CC=2)C=CC=1. The product is [CH2:1]([N:3]([CH2:7][CH3:8])[CH2:4][CH2:5][NH:6][C:31]([C:26]1[NH:27][C:28]2[C:23]([C:24](=[O:35])[CH:25]=1)=[CH:22][C:21]([I:20])=[CH:30][CH:29]=2)=[O:32])[CH3:2]. The catalyst is ClCCl.C(O)C.O. The yield is 0.780.